From a dataset of Full USPTO retrosynthesis dataset with 1.9M reactions from patents (1976-2016). Predict the reactants needed to synthesize the given product. (1) Given the product [NH2:20][C:8]([NH:4][C:5]1[C:7]2[C:28](=[CH:27][CH:26]=[CH:35][CH:34]=2)[CH:1]=[CH:2][CH:6]=1)=[N:9][S:10]([C:13]1[CH:18]=[CH:17][C:16]([CH3:19])=[CH:15][CH:14]=1)(=[O:12])=[O:11], predict the reactants needed to synthesize it. The reactants are: [CH3:1][C:2]1[CH:6]=[C:5]([CH3:7])[N:4]([C:8](=[NH:20])[NH:9][S:10]([C:13]2[CH:18]=[CH:17][C:16]([CH3:19])=[CH:15][CH:14]=2)(=[O:12])=[O:11])N=1.CS(O)(=O)=O.[C:26]1(N)[C:35]2[C:27](=[CH:26][CH:35]=[CH:34][CH:34]=2)[CH:28]=[CH:28][CH:27]=1. (2) The reactants are: [F:1][C:2]1[CH:7]=[C:6]([I:8])[CH:5]=[CH:4][C:3]=1[NH:9][C:10]1[CH:19]=[N:18][CH:17]=[CH:16][C:11]=1[C:12]([NH:14][NH2:15])=O.I.CS[CH:23]([NH2:25])[NH2:24].O. Given the product [NH2:25][C:23]1[NH:24][C:12]([C:11]2[CH:16]=[CH:17][N:18]=[CH:19][C:10]=2[NH:9][C:3]2[CH:4]=[CH:5][C:6]([I:8])=[CH:7][C:2]=2[F:1])=[N:14][N:15]=1, predict the reactants needed to synthesize it. (3) Given the product [CH3:19][O:10][C:9](=[O:11])[C:8]1[C:12]([CH3:16])=[CH:13][CH:14]=[CH:15][C:7]=1[O:6][C:5]1[CH:17]=[CH:18][C:2]([F:1])=[CH:3][CH:4]=1, predict the reactants needed to synthesize it. The reactants are: [F:1][C:2]1[CH:18]=[CH:17][C:5]([O:6][C:7]2[CH:15]=[CH:14][CH:13]=[C:12]([CH3:16])[C:8]=2[C:9]([OH:11])=[O:10])=[CH:4][CH:3]=1.[CH3:19]OS(OC)(=O)=O.C([O-])([O-])=O.[K+].[K+]. (4) Given the product [CH3:26][N:25]([CH3:27])[CH2:24][CH2:23][N:12]1[C:11](=[O:13])[CH2:10][S:9][C:8]2[CH:14]=[C:4]([N+:1]([O-:3])=[O:2])[CH:5]=[CH:6][C:7]1=2, predict the reactants needed to synthesize it. The reactants are: [N+:1]([C:4]1[CH:5]=[CH:6][C:7]2[NH:12][C:11](=[O:13])[CH2:10][S:9][C:8]=2[CH:14]=1)([O-:3])=[O:2].C(=O)([O-])[O-].[K+].[K+].Cl.Cl[CH2:23][CH2:24][N:25]([CH3:27])[CH3:26]. (5) Given the product [S:33]([O-:37])([OH:36])(=[O:35])=[O:34].[CH2:1]1[C@H:5]2[CH2:6][CH2:7][CH2:8][C@H:4]2[CH2:3][N:2]1[C:9](=[O:31])[CH2:10][NH+:11]1[CH2:16][CH2:15][CH:14]([N:17]2[C:25]3[C:20](=[CH:21][C:22]([C:26]([NH:28][CH3:29])=[O:27])=[CH:23][CH:24]=3)[CH2:19][C:18]2=[O:30])[CH2:13][CH2:12]1, predict the reactants needed to synthesize it. The reactants are: [CH2:1]1[C@H:5]2[CH2:6][CH2:7][CH2:8][C@H:4]2[CH2:3][N:2]1[C:9](=[O:31])[CH2:10][N:11]1[CH2:16][CH2:15][CH:14]([N:17]2[C:25]3[C:20](=[CH:21][C:22]([C:26]([NH:28][CH3:29])=[O:27])=[CH:23][CH:24]=3)[CH2:19][C:18]2=[O:30])[CH2:13][CH2:12]1.O.[S:33](=[O:37])(=[O:36])([OH:35])[OH:34]. (6) The reactants are: [H-].[Na+].[Br:3][C:4]1[CH:5]=[C:6](/[C:10](=[N:16]/[OH:17])/[C:11]([O:13][CH2:14][CH3:15])=[O:12])[CH:7]=[CH:8][CH:9]=1.Cl[CH2:19][C:20]1[CH:39]=[CH:38][C:23]([O:24][CH2:25][C:26]2[N:27]=[C:28]([C:32]3[CH:37]=[CH:36][CH:35]=[CH:34][CH:33]=3)[O:29][C:30]=2[CH3:31])=[CH:22][CH:21]=1.Cl.C(=O)(O)[O-].[Na+]. Given the product [Br:3][C:4]1[CH:5]=[C:6](/[C:10](=[N:16]/[O:17][CH2:19][C:20]2[CH:21]=[CH:22][C:23]([O:24][CH2:25][C:26]3[N:27]=[C:28]([C:32]4[CH:37]=[CH:36][CH:35]=[CH:34][CH:33]=4)[O:29][C:30]=3[CH3:31])=[CH:38][CH:39]=2)/[C:11]([O:13][CH2:14][CH3:15])=[O:12])[CH:7]=[CH:8][CH:9]=1, predict the reactants needed to synthesize it.